Dataset: Full USPTO retrosynthesis dataset with 1.9M reactions from patents (1976-2016). Task: Predict the reactants needed to synthesize the given product. (1) Given the product [CH2:8]([C@H:15]1[CH2:19][N:18]([C:5](=[O:7])[CH2:4][O:3][CH3:2])[C@H:17]([C:20]([NH:22][C:23]2[CH:28]=[CH:27][C:26]([O:29][C:30]3[CH:31]=[CH:32][C:33]([F:36])=[CH:34][CH:35]=3)=[CH:25][CH:24]=2)=[O:21])[CH2:16]1)[C:9]1[CH:10]=[CH:11][CH:12]=[CH:13][CH:14]=1, predict the reactants needed to synthesize it. The reactants are: Cl.[CH3:2][O:3][CH2:4][C:5]([OH:7])=O.[CH2:8]([C@H:15]1[CH2:19][NH:18][C@H:17]([C:20]([NH:22][C:23]2[CH:28]=[CH:27][C:26]([O:29][C:30]3[CH:35]=[CH:34][C:33]([F:36])=[CH:32][CH:31]=3)=[CH:25][CH:24]=2)=[O:21])[CH2:16]1)[C:9]1[CH:14]=[CH:13][CH:12]=[CH:11][CH:10]=1. (2) Given the product [CH2:1]([O:8][C:9]1[N:10]=[N:11][C:12]([CH:23]=[C:24]([CH3:25])[CH3:26])=[CH:13][C:14]=1[O:15][CH2:16][C:17]1[CH:18]=[CH:19][CH:20]=[CH:21][CH:22]=1)[C:2]1[CH:7]=[CH:6][CH:5]=[CH:4][CH:3]=1, predict the reactants needed to synthesize it. The reactants are: [CH2:1]([O:8][C:9]1[N:10]=[N:11][C:12]([CH:23]2[CH2:25][CH2:24]2)=[CH:13][C:14]=1[O:15][CH2:16][C:17]1[CH:22]=[CH:21][CH:20]=[CH:19][CH:18]=1)[C:2]1[CH:7]=[CH:6][CH:5]=[CH:4][CH:3]=1.[CH2:26](OC1N=NC(Cl)=CC=1OCC1C=CC=CC=1)C1C=CC=CC=1.C(OC1N=NC(C#CC(C)C)=CC=1OCC1C=CC=CC=1)C1C=CC=CC=1.CC1(C)C(C)(C)OB(C=C(C)C)O1.C(=O)([O-])[O-].[K+].[K+]. (3) Given the product [O:1]=[C:2]1[C:10](=[O:11])[C:9]2[C:4](=[CH:5][CH:6]=[C:7]([C:12]3([C:15]([O:17][CH2:19][CH3:20])=[O:16])[CH2:14][CH2:13]3)[CH:8]=2)[NH:3]1, predict the reactants needed to synthesize it. The reactants are: [O:1]=[C:2]1[C:10](=[O:11])[C:9]2[C:4](=[CH:5][CH:6]=[C:7]([C:12]3([C:15]([OH:17])=[O:16])[CH2:14][CH2:13]3)[CH:8]=2)[NH:3]1.O.[C:19]1(C)C=CC(S(O)(=O)=O)=C[CH:20]=1. (4) Given the product [CH2:13]([S:12][C:4]1[N:3]=[C:2]([O:16][CH3:15])[C:7]([C:8]#[N:9])=[C:6]([S:10][CH3:11])[N:5]=1)[CH3:14], predict the reactants needed to synthesize it. The reactants are: Cl[C:2]1[C:7]([C:8]#[N:9])=[C:6]([S:10][CH3:11])[N:5]=[C:4]([S:12][CH2:13][CH3:14])[N:3]=1.[C:15]([O-])([O-])=[O:16].[K+].[K+]. (5) The reactants are: [C:1]([O:8][CH2:9][CH3:10])(=[O:7])[C:2]([O:4]CC)=O.[CH3:11][C:12]([CH3:14])=[O:13]. Given the product [O:4]=[C:2]([CH2:11][C:12](=[O:13])[CH3:14])[C:1]([O:8][CH2:9][CH3:10])=[O:7], predict the reactants needed to synthesize it. (6) Given the product [NH2:18][C:12]1[C:11]2[CH:10]=[C:9]([CH:8]3[C:7]([C:27]#[N:28])=[C:6]([CH3:29])[NH:5][C:4]([CH3:30])=[C:3]3[C:1]#[N:2])[O:17][C:16]=2[CH:15]=[CH:14][N:13]=1, predict the reactants needed to synthesize it. The reactants are: [C:1]([C:3]1[CH:8]([C:9]2[O:17][C:16]3[CH:15]=[CH:14][N:13]=[C:12]([NH:18]C(=O)C4C=CC=CC=4)[C:11]=3[CH:10]=2)[C:7]([C:27]#[N:28])=[C:6]([CH3:29])[NH:5][C:4]=1[CH3:30])#[N:2].Cl.C(=O)([O-])[O-].[Na+].[Na+].